Dataset: Reaction yield outcomes from USPTO patents with 853,638 reactions. Task: Predict the reaction yield, written as a fraction of the theoretical maximum amount of product (1.0 means a 100% yield; for example, 0.34 means a 34% yield). (1) The reactants are [NH2:1][C:2]1[CH:7]=[CH:6][C:5]([OH:8])=[CH:4][CH:3]=1.CC(C)([O-])C.[K+].Cl[C:16]1[CH:21]=[CH:20][N:19]=[C:18]([CH3:22])[CH:17]=1.O. The catalyst is CN(C)C(=O)C. The product is [CH3:22][C:18]1[CH:17]=[C:16]([O:8][C:5]2[CH:6]=[CH:7][C:2]([NH2:1])=[CH:3][CH:4]=2)[CH:21]=[CH:20][N:19]=1. The yield is 0.640. (2) The reactants are [Br:1][C:2]1[CH:3]=[C:4]2[C:9](=[CH:10][CH:11]=1)[NH:8][C:7](=[O:12])[CH2:6][CH2:5]2.[CH3:13][C:14]([O-])(C)C.[K+].C(Br)C. The catalyst is CN(C=O)C.Cl. The product is [Br:1][C:2]1[CH:3]=[C:4]2[C:9](=[CH:10][CH:11]=1)[N:8]([CH2:13][CH3:14])[C:7](=[O:12])[CH2:6][CH2:5]2. The yield is 0.590. (3) The reactants are C(OC([N:8]1[CH2:13][CH2:12][CH:11]([C:14]2[CH:36]=[CH:35][C:17]3[C:18]4[N:22]([CH2:23][CH2:24][O:25][C:16]=3[CH:15]=2)[CH:21]=[C:20]([C:26]2[N:27]([CH:32]([CH3:34])[CH3:33])[N:28]=[C:29]([CH3:31])[N:30]=2)[N:19]=4)[CH2:10][CH2:9]1)=O)(C)(C)C.[ClH:37]. The catalyst is O1CCOCC1.CO. The product is [ClH:37].[CH:32]([N:27]1[C:26]([C:20]2[N:19]=[C:18]3[N:22]([CH2:23][CH2:24][O:25][C:16]4[CH:15]=[C:14]([CH:11]5[CH2:12][CH2:13][NH:8][CH2:9][CH2:10]5)[CH:36]=[CH:35][C:17]=43)[CH:21]=2)=[N:30][C:29]([CH3:31])=[N:28]1)([CH3:34])[CH3:33]. The yield is 0.430. (4) The product is [CH:10]([N:23]1[C:31]2[C:26](=[CH:27][C:28]([Cl:32])=[CH:29][CH:30]=2)[C:25]([CH2:67][CH2:66][CH2:65][C:62]2[CH:63]=[CH:64][C:9]([C:8]([OH:7])=[O:73])=[CH:60][CH:61]=2)=[C:24]1[CH2:33][CH2:34][NH:35][S:36]([CH2:39][C:40]1[CH:45]=[CH:44][C:43]([Cl:46])=[C:42]([Cl:47])[CH:41]=1)(=[O:37])=[O:38])([C:11]1[CH:16]=[CH:15][CH:14]=[CH:13][CH:12]=1)[C:17]1[CH:18]=[CH:19][CH:20]=[CH:21][CH:22]=1. The reactants are B(F)(F)F.CC[O:7][CH2:8][CH3:9].[CH:10]([N:23]1[C:31]2[C:26](=[CH:27][C:28]([Cl:32])=[CH:29][CH:30]=2)[CH:25]=[C:24]1[CH2:33][CH2:34][NH:35][S:36]([CH2:39][C:40]1[CH:45]=[CH:44][C:43]([Cl:46])=[C:42]([Cl:47])[CH:41]=1)(=[O:38])=[O:37])([C:17]1[CH:22]=[CH:21][CH:20]=[CH:19][CH:18]=1)[C:11]1[CH:16]=[CH:15][CH:14]=[CH:13][CH:12]=1.C([SiH](CC)CC)C.C(OC(=O)C1[CH:64]=[CH:63][C:62]([CH2:65][CH2:66][CH:67]=O)=[CH:61][CH:60]=1)C.FC(F)(F)C(O)=[O:73].B(F)(F)F.C(=O)(O)[O-].[Na+].[OH-].[Na+].C(O)(=O)C. The yield is 0.650. The catalyst is O.C1(C)C=CC=CC=1.O1CCCC1.C(Cl)Cl. (5) The reactants are [OH:1][C:2]1[CH:7]=[CH:6][C:5]([C:8]2[C:12]([CH3:13])=[C:11]([NH:14][C:15]([C@@H:17]3[CH2:19][C@H:18]3[CH3:20])=[O:16])[S:10][N:9]=2)=[CH:4][CH:3]=1.[C:21]([O-])([O-])=O.[K+].[K+].CI. The catalyst is CC(C)=O. The product is [CH3:21][O:1][C:2]1[CH:7]=[CH:6][C:5]([C:8]2[C:12]([CH3:13])=[C:11]([NH:14][C:15]([C@@H:17]3[CH2:19][C@H:18]3[CH3:20])=[O:16])[S:10][N:9]=2)=[CH:4][CH:3]=1. The yield is 0.330.